Predict the product of the given reaction. From a dataset of Forward reaction prediction with 1.9M reactions from USPTO patents (1976-2016). Given the reactants Cl[C:2]1[CH:3]=[C:4]([CH:8]=[C:9]([Cl:11])[N:10]=1)[C:5]([OH:7])=[O:6].[CH3:12][CH:13]([CH3:15])[O-:14].[Na+], predict the reaction product. The product is: [Cl:11][C:9]1[CH:8]=[C:4]([CH:3]=[C:2]([O:14][CH:13]([CH3:15])[CH3:12])[N:10]=1)[C:5]([OH:7])=[O:6].